This data is from Forward reaction prediction with 1.9M reactions from USPTO patents (1976-2016). The task is: Predict the product of the given reaction. (1) Given the reactants [CH3:1][O:2][C:3]1[CH:4]=[C:5]([CH2:11][C:12](/[N:14]=[C:15](\N(C)C)/C)=O)[CH:6]=[CH:7][C:8]=1[O:9][CH3:10].[Cl:20][C:21]1[CH:26]=[C:25]([NH:27][NH2:28])[N:24]=[C:23]([CH3:29])[N:22]=1, predict the reaction product. The product is: [Cl:20][C:21]1[CH:26]=[C:25]([N:27]2[C:12]([CH2:11][C:5]3[CH:6]=[CH:7][C:8]([O:9][CH3:10])=[C:3]([O:2][CH3:1])[CH:4]=3)=[N:14][CH:15]=[N:28]2)[N:24]=[C:23]([CH3:29])[N:22]=1. (2) Given the reactants [CH2:1]([O:8][C:9]1[CH:14]=[C:13]([O:15][CH2:16][C:17]2[CH:22]=[CH:21][CH:20]=[CH:19][CH:18]=2)[C:12]([CH:23]([CH3:25])[CH3:24])=[CH:11][C:10]=1[C:26]1[O:30][N:29]=[C:28]([C:31]([NH:33][CH2:34][CH3:35])=[O:32])[C:27]=1[C:36](=[N:38][OH:39])[NH2:37])[C:2]1[CH:7]=[CH:6][CH:5]=[CH:4][CH:3]=1.[CH:40]1([C:45](Cl)=O)[CH2:44][CH2:43][CH2:42][CH2:41]1, predict the reaction product. The product is: [CH2:1]([O:8][C:9]1[CH:14]=[C:13]([O:15][CH2:16][C:17]2[CH:22]=[CH:21][CH:20]=[CH:19][CH:18]=2)[C:12]([CH:23]([CH3:25])[CH3:24])=[CH:11][C:10]=1[C:26]1[O:30][N:29]=[C:28]([C:31]([NH:33][CH2:34][CH3:35])=[O:32])[C:27]=1[C:36]1[N:37]=[C:45]([CH:40]2[CH2:44][CH2:43][CH2:42][CH2:41]2)[O:39][N:38]=1)[C:2]1[CH:7]=[CH:6][CH:5]=[CH:4][CH:3]=1. (3) Given the reactants Cl[C:2]1[C:11]2=[N:12][N:13](CC3C=CC(OC)=CC=3)[CH:14]=[C:10]2[C:9]2[CH:8]=[C:7]([O:24][CH3:25])[CH:6]=[CH:5][C:4]=2[N:3]=1.[NH2:26][C:27]1[CH:28]=[C:29]([CH:33]=[CH:34][CH:35]=1)[C:30]([OH:32])=[O:31].Cl, predict the reaction product. The product is: [CH3:25][O:24][C:7]1[CH:6]=[CH:5][C:4]2[N:3]=[C:2]([NH:26][C:27]3[CH:28]=[C:29]([CH:33]=[CH:34][CH:35]=3)[C:30]([OH:32])=[O:31])[C:11]3=[N:12][NH:13][CH:14]=[C:10]3[C:9]=2[CH:8]=1. (4) The product is: [N:1]([CH2:4][C:5]1[C:9]2[N:10]([CH3:26])[CH:11]=[C:12]([C:15]([NH:17][CH2:18][C:19]3[CH:20]=[CH:21][C:22]([Cl:25])=[CH:23][CH:24]=3)=[O:16])[C:13](=[O:14])[C:8]=2[S:7][C:6]=1[CH2:27][OH:28])=[N+:2]=[N-:3]. Given the reactants [N:1]([CH2:4][C:5]1[C:9]2[N:10]([CH3:26])[CH:11]=[C:12]([C:15]([NH:17][CH2:18][C:19]3[CH:24]=[CH:23][C:22]([Cl:25])=[CH:21][CH:20]=3)=[O:16])[C:13](=[O:14])[C:8]=2[S:7][C:6]=1[CH:27]=[O:28])=[N+:2]=[N-:3].C(O)(=O)C.C(O[BH-](OC(=O)C)OC(=O)C)(=O)C.[Na+], predict the reaction product. (5) Given the reactants [NH:1]1[CH2:6][CH2:5][CH:4]([CH2:7][NH:8][C:9](=[O:29])[CH:10]([C:22]2[CH:27]=[CH:26][CH:25]=[CH:24][C:23]=2[F:28])[NH:11][C:12]([NH:14][C:15]2[CH:20]=[CH:19][C:18]([Cl:21])=[CH:17][CH:16]=2)=[O:13])[CH2:3][CH2:2]1.Cl.[C:31](=[NH:36])([O:33]CC)[CH3:32].CC[OH:39], predict the reaction product. The product is: [C:32]1(=[O:39])[N:36]([N:1]2[CH2:6][CH2:5][CH:4]([CH2:7][NH:8][C:9](=[O:29])[CH:10]([C:22]3[CH:27]=[CH:26][CH:25]=[CH:24][C:23]=3[F:28])[NH:11][C:12]([NH:14][C:15]3[CH:20]=[CH:19][C:18]([Cl:21])=[CH:17][CH:16]=3)=[O:13])[CH2:3][CH2:2]2)[C:31]1=[O:33].